From a dataset of Forward reaction prediction with 1.9M reactions from USPTO patents (1976-2016). Predict the product of the given reaction. (1) Given the reactants [C:1]([C:3]1[CH:4]=[C:5]([CH:38]([CH3:40])[CH3:39])[C:6]2[O:10][C:9]([C:11]3[CH:36]=[CH:35][C:14]([C:15]([NH:17][CH2:18][C:19]4([CH:32]([CH3:34])[CH3:33])[CH2:24][CH2:23][N:22]([C:25](OC(C)(C)C)=O)[CH2:21][CH2:20]4)=[O:16])=[CH:13][CH:12]=3)=[N:8][C:7]=2[CH:37]=1)#[N:2].FC(F)(F)C(O)=O.C(=O)([O-])[O-].[K+].[K+].ClC1[N:60]=[C:59]([C:61]([F:64])([F:63])[F:62])[CH:58]=[CH:57][N:56]=1, predict the reaction product. The product is: [C:1]([C:3]1[CH:4]=[C:5]([CH:38]([CH3:39])[CH3:40])[C:6]2[O:10][C:9]([C:11]3[CH:36]=[CH:35][C:14]([C:15]([NH:17][CH2:18][C:19]4([CH:32]([CH3:33])[CH3:34])[CH2:24][CH2:23][N:22]([C:25]5[N:60]=[C:59]([C:61]([F:64])([F:63])[F:62])[CH:58]=[CH:57][N:56]=5)[CH2:21][CH2:20]4)=[O:16])=[CH:13][CH:12]=3)=[N:8][C:7]=2[CH:37]=1)#[N:2]. (2) Given the reactants [NH2:1][C:2]1[C:7]([O:8][CH2:9][CH:10]2[CH2:15][CH2:14][N:13]([C:16]3[N:21]=[C:20]([O:22][CH2:23][C:24]4([C:27]#[N:28])[CH2:26][CH2:25]4)[N:19]=[C:18](C(C#N)C#N)[N:17]=3)[CH2:12][CH2:11]2)=[CH:6][N:5]=[CH:4][N:3]=1.[CH3:34][C:35]([CH3:39])([CH3:38])[CH2:36][NH2:37].C1C=C(Cl)C=C([C:47](OO)=[O:48])C=1.CC#N, predict the reaction product. The product is: [NH2:1][C:2]1[C:7]([O:8][CH2:9][CH:10]2[CH2:11][CH2:12][N:13]([C:16]3[N:21]=[C:20]([O:22][CH2:23][C:24]4([C:27]#[N:28])[CH2:26][CH2:25]4)[N:19]=[C:18]([C:47]([NH:37][CH2:36][C:35]([CH3:39])([CH3:38])[CH3:34])=[O:48])[N:17]=3)[CH2:14][CH2:15]2)=[CH:6][N:5]=[CH:4][N:3]=1.